From a dataset of Forward reaction prediction with 1.9M reactions from USPTO patents (1976-2016). Predict the product of the given reaction. (1) Given the reactants [CH2:1]([O:3][C:4](=[O:15])[C:5]#[C:6][C:7]1[CH:12]=[CH:11][CH:10]=[C:9]([O:13][CH3:14])[CH:8]=1)[CH3:2].[C:16]([O:20][C:21]([N:23]1[C:32]2[C:27](=[CH:28][CH:29]=[C:30]([CH2:33][CH2:34][O:35][C:36]3[CH:37]=[C:38]4[C:42](=[CH:43][CH:44]=3)[NH:41][CH:40]=[CH:39]4)[N:31]=2)[CH2:26][CH2:25][CH2:24]1)=[O:22])([CH3:19])([CH3:18])[CH3:17], predict the reaction product. The product is: [C:16]([O:20][C:21]([N:23]1[C:32]2[C:27](=[CH:28][CH:29]=[C:30]([CH2:33][CH2:34][O:35][C:36]3[CH:37]=[C:38]4[C:42](=[CH:43][CH:44]=3)[N:41]([C:6]([C:7]3[CH:12]=[CH:11][CH:10]=[C:9]([O:13][CH3:14])[CH:8]=3)=[CH:5][C:4]([O:3][CH2:1][CH3:2])=[O:15])[CH:40]=[CH:39]4)[N:31]=2)[CH2:26][CH2:25][CH2:24]1)=[O:22])([CH3:19])([CH3:17])[CH3:18]. (2) Given the reactants C[CH:2]([CH2:11][CH2:12][CH:13]=C(C)C)[CH2:3][CH2:4][CH2:5][C:6](=[O:10])[C:7]([O-:9])=[O:8].O=C(CCC)C(O[CH2:22][CH2:23][CH:24]([CH3:31])[CH2:25][CH2:26][CH:27]=[C:28]([CH3:30])[CH3:29])=O.CC(CCC=C(C)C)CCC(C)C(=O)C([O-])=O.C1(C(=O)C(OC2CCCC2CCCCC)=O)CCCCC1.CC(CC)C(=O)C(OCCC(C)CCC=C(C)C)=O.O=C(C1C=CC=CC=1)C(OCCC(C)CCC=C(C)C)=O.C1(C(=O)C(OCCCCCCCCCC)=O)CCCCC1.CC(CC)C(=O)C(OC/C=C(\C)/CCC=C(C)C)=O.C(C1C=CC(C(=O)C(OCCC(C)CCC=C(C)C)=O)=CC=1)(=O)C, predict the reaction product. The product is: [CH:11]12[CH2:2][CH:3]([CH2:13][CH2:12]1)[CH2:4][CH:5]2[C:6](=[O:10])[C:7]([O:9][CH2:22][CH2:23][CH:24]([CH3:31])[CH2:25][CH2:26][CH:27]=[C:28]([CH3:30])[CH3:29])=[O:8]. (3) Given the reactants [Cl:1][C:2]1[CH:7]=[CH:6][C:5](/[CH:8]=[CH:9]/[C:10]([N:12]2[CH2:17][CH2:16][N:15](C(OC(C)(C)C)=O)[CH2:14][CH2:13]2)=[O:11])=[C:4]([CH2:25][N:26]2[N:30]=[N:29][C:28]([CH3:31])=[N:27]2)[CH:3]=1.C(O)(C(F)(F)F)=O, predict the reaction product. The product is: [Cl:1][C:2]1[CH:7]=[CH:6][C:5](/[CH:8]=[CH:9]/[C:10]([N:12]2[CH2:13][CH2:14][NH:15][CH2:16][CH2:17]2)=[O:11])=[C:4]([CH2:25][N:26]2[N:30]=[N:29][C:28]([CH3:31])=[N:27]2)[CH:3]=1. (4) Given the reactants [Cl:1][C:2]1[CH:31]=[CH:30][C:5]([CH2:6][N:7]([CH2:26][C:27](O)=[O:28])[C:8]([C:10]2([CH3:25])[CH2:13][CH2:12][N:11]2[C:14](=[O:24])[CH2:15][C:16]2[CH:21]=[C:20]([CH3:22])[CH:19]=[C:18]([CH3:23])[CH:17]=2)=[O:9])=[CH:4][CH:3]=1.CN.[CH3:34][N:35](C(ON1N=NC2C=CC=CC1=2)=[N+](C)C)C.[B-](F)(F)(F)F, predict the reaction product. The product is: [Cl:1][C:2]1[CH:3]=[CH:4][C:5]([CH2:6][N:7]([CH2:26][C:27](=[O:28])[NH:35][CH3:34])[C:8]([C:10]2([CH3:25])[CH2:13][CH2:12][N:11]2[C:14](=[O:24])[CH2:15][C:16]2[CH:17]=[C:18]([CH3:23])[CH:19]=[C:20]([CH3:22])[CH:21]=2)=[O:9])=[CH:30][CH:31]=1. (5) Given the reactants F[C:2](F)(F)[C:3]([OH:5])=O.[Br:8][C:9]1[CH:10]=[C:11]([CH:14]2[C:18]([C:21]3[CH:26]=[CH:25][C:24]([Cl:27])=[CH:23][C:22]=3[F:28])([C:19]#[N:20])[CH:17]([CH2:29][C:30]([CH3:33])([CH3:32])[CH3:31])[NH:16][CH:15]2[C:34](O)=[O:35])[S:12][CH:13]=1.[CH2:37]([NH2:39])[CH3:38].CN(C([O:47]N1N=NC2C=CC=NC1=2)=[N+](C)C)C.F[P-](F)(F)(F)(F)F.CCN(C(C)C)C(C)C.Cl, predict the reaction product. The product is: [OH:47][C@H:2]([CH2:3][OH:5])[CH2:38][CH2:37][NH:39][C:34]([CH:15]1[CH:14]([C:11]2[S:12][CH:13]=[C:9]([Br:8])[CH:10]=2)[C:18]([C:21]2[CH:26]=[CH:25][C:24]([Cl:27])=[CH:23][C:22]=2[F:28])([C:19]#[N:20])[CH:17]([CH2:29][C:30]([CH3:33])([CH3:31])[CH3:32])[NH:16]1)=[O:35].